Dataset: Experimentally validated miRNA-target interactions with 360,000+ pairs, plus equal number of negative samples. Task: Binary Classification. Given a miRNA mature sequence and a target amino acid sequence, predict their likelihood of interaction. (1) The miRNA is hsa-miR-892a with sequence CACUGUGUCCUUUCUGCGUAG. The protein sequence of the target gene is MGAQAPLRLPAAPPLAVCGYTSVLLLFAFCLPGSRASNQPAGGGGDCPGGRGKSNCSELNLRESDIRVCDESSCKYGGVCKEDGDGLKCACQFQCHTNYIPVCGSNGDTYQNECFLRRAACKHQKDITVVARGPCYSDNGSGSGEGEEEGSGAGAHRKHSKCGPCKYKAECDEDAENVGCVCNIDCSGYSFNPVCASDGSSYNNPCFVREASCIKQEQIDIRHLGHCTDTDDVSLLGKKDDGLQYRPDVKDAGDEREDVYIGSHMPCPENLNGYCIHGKCEFIYSTQKASCRCESGYTGQ.... Result: 0 (no interaction). (2) The miRNA is hsa-miR-181c-5p with sequence AACAUUCAACCUGUCGGUGAGU. The protein sequence of the target gene is MENHLGENHRRCTLQKRNVTRELKKGKHTMYALKRVKKIYIRVHEITQIDNQTYQCLEREQNFCENLARMCERTYTEEKPYRCDMCEKTFIQSSDLISHQRIHNYEKPYKCSKCEKSFWHHLALSGHQRTHAGKKFYTCDICGKNFGQSSDLLVHQRSHTGEKPYLCNECDKCFSRSTNLIRHRRTHTGEKPFKCLECEKAFSGKSDLISHQRTHTGERPYKCNKCEKSYRHRSAFIVHKRVHTGEKPYKCGACEKCFGQKSDLIVHQRVHTGEKPYKCLECMRSFTRSANLIRHQATHT.... Result: 0 (no interaction). (3) The miRNA is hsa-miR-6804-5p with sequence UGAGGGUGUCAGCAGGUGACG. The protein sequence of the target gene is MAPSQLALFSVSDKTGLVEFARSLASLGLSLVASGGTAKAIRDAGLAVRDVSELTGFPEMLGGRVKTLHPAVHAGILARNIPEDAADMARLDFNLVRVVVCNLYPFVKTVASPDVTVEAAVEQIDIGGVTLLRAAAKNHARVTVVCEPEDYAGVAAEMHGSDSKDTSLETRRHLALKAFTHTAQYDEAISDYFRKQYSKGISQMPLRYGMNPHQTPAQLYTLKPKLPITVLNGAPGFINLCDALNAWQLVTELRGAVDIPAAASFKHVSPAGAAVGVPLSEDEARVCMVYDLYPTLTPLA.... Result: 0 (no interaction). (4) The miRNA is hsa-miR-23b-3p with sequence AUCACAUUGCCAGGGAUUACCAC. The protein sequence of the target gene is MVLAQRRRGGCEKLRAGPQAVLASGSGFCDNMLADLGLIGTIGEDDEVPVEPESDSGDEEEEGPIVLGRRQKALGKNRSADFNPDFVFTEKEGTYDGSWALADVMSQLKKKRAATTLDEKIEKVRKKRKTEDKEAKSGKLEKEKEAKEGSEPKEQEDLQENDEEGSEDEASETDYSSADENILTKADTLKVKDRKKKKKKGQEAGGFFEDASQYDENLSFQDMNLSRPLLKAITAMGFKQPTPIQKACIPVGLLGKDICACAATGTGKTAAFALPVLERLIYKPRQAPVTRVLVLVPTRE.... Result: 1 (interaction).